From a dataset of Full USPTO retrosynthesis dataset with 1.9M reactions from patents (1976-2016). Predict the reactants needed to synthesize the given product. (1) Given the product [ClH:1].[CH:15]([N:12]1[CH2:13][CH2:14][NH:9][CH2:10][CH2:11]1)([CH3:17])[CH3:16], predict the reactants needed to synthesize it. The reactants are: [ClH:1].C(OC([N:9]1[CH2:14][CH2:13][N:12]([CH:15]([CH3:17])[CH3:16])[CH2:11][CH2:10]1)=O)(C)(C)C. (2) The reactants are: [CH2:1]([NH:3][C:4]1[CH:5]=[C:6]([C:11]2[CH:16]=[CH:15][C:14]([F:17])=[CH:13][CH:12]=2)[CH:7]=[CH:8][C:9]=1[CH3:10])[CH3:2].[Cl:18][C:19]1[CH:24]=[CH:23][C:22]([NH:25][C:26](=[O:33])[CH2:27][O:28][CH2:29][C:30]([OH:32])=O)=[C:21]([C:34]([O:36]C)=[O:35])[CH:20]=1. Given the product [Cl:18][C:19]1[CH:24]=[CH:23][C:22]([NH:25][C:26](=[O:33])[CH2:27][O:28][CH2:29][C:30]([N:3]([CH2:1][CH3:2])[C:4]2[CH:5]=[C:6]([C:11]3[CH:16]=[CH:15][C:14]([F:17])=[CH:13][CH:12]=3)[CH:7]=[CH:8][C:9]=2[CH3:10])=[O:32])=[C:21]([CH:20]=1)[C:34]([OH:36])=[O:35], predict the reactants needed to synthesize it. (3) Given the product [Cl:1][C:2]1[N:7]=[C:6]([C:26]2[CH:27]=[CH:28][CH:29]=[C:30]3[C:25]=2[CH:24]=[CH:23][CH:22]=[C:21]3[N:20]([CH2:40][C:41]([O:43][C:44]([CH3:47])([CH3:46])[CH3:45])=[O:42])[S:17]([C:12]2[CH:13]=[C:14]([Cl:16])[CH:15]=[C:10]([Cl:9])[CH:11]=2)(=[O:19])=[O:18])[CH:5]=[CH:4][N:3]=1, predict the reactants needed to synthesize it. The reactants are: [Cl:1][C:2]1[N:7]=[C:6](Cl)[CH:5]=[CH:4][N:3]=1.[Cl:9][C:10]1[CH:11]=[C:12]([S:17]([N:20]([CH2:40][C:41]([O:43][C:44]([CH3:47])([CH3:46])[CH3:45])=[O:42])[C:21]2[C:30]3[C:25](=[C:26](B4OC(C)(C)C(C)(C)O4)[CH:27]=[CH:28][CH:29]=3)[CH:24]=[CH:23][CH:22]=2)(=[O:19])=[O:18])[CH:13]=[C:14]([Cl:16])[CH:15]=1.